From a dataset of Full USPTO retrosynthesis dataset with 1.9M reactions from patents (1976-2016). Predict the reactants needed to synthesize the given product. (1) Given the product [CH2:17]([O:19][C:20](=[O:26])[C:21](=[O:22])[CH2:14][C:13](=[O:15])[CH2:12][CH2:11][CH:5]1[CH:6]([CH3:10])[CH2:7][CH2:8][CH2:9][C:4]1([CH3:3])[CH3:16])[CH3:18], predict the reactants needed to synthesize it. The reactants are: [H-].[Na+].[CH3:3][C:4]1([CH3:16])[CH2:9][CH2:8][CH2:7][CH:6]([CH3:10])[CH:5]1[CH2:11][CH2:12][C:13](=[O:15])[CH3:14].[CH2:17]([O:19][C:20](=[O:26])[C:21](OCC)=[O:22])[CH3:18].CC[O-].[Na+]. (2) Given the product [Cl:43][C:22]1[CH:21]=[CH:26][C:25]([O:27][CH2:2][C:3]([C:5]2[CH:10]=[C:9]([C:11]([CH3:14])([CH3:13])[CH3:12])[C:8]([OH:15])=[C:7]([C:16]([CH3:19])([CH3:18])[CH3:17])[CH:6]=2)=[O:4])=[C:24]([O:28][C:29]2[CH:34]=[CH:33][C:32]([Cl:35])=[CH:31][C:30]=2[Cl:36])[CH:23]=1, predict the reactants needed to synthesize it. The reactants are: Br[CH2:2][C:3]([C:5]1[CH:10]=[C:9]([C:11]([CH3:14])([CH3:13])[CH3:12])[C:8]([OH:15])=[C:7]([C:16]([CH3:19])([CH3:18])[CH3:17])[CH:6]=1)=[O:4].Cl[C:21]1[CH:22]=[CH:23][C:24]([O:28][C:29]2[CH:34]=[CH:33][C:32]([Cl:35])=[CH:31][C:30]=2[Cl:36])=[C:25]([OH:27])[CH:26]=1.C(=O)([O-])[O-].[K+].[K+].[ClH:43]. (3) Given the product [CH3:9][C:8]1([OH:22])[CH2:10][CH:18]1[Si:17]([CH2:16][CH2:15][CH2:14][CH3:13])([CH3:19])[CH3:2], predict the reactants needed to synthesize it. The reactants are: [Mg].[CH2:2](OCC)C.Cl[CH:8]([CH3:10])[CH3:9].C([CH2:13][CH2:14][CH2:15][CH2:16][SiH:17]([CH3:19])[CH3:18])=C.[Cl-].[Na+].[OH2:22]. (4) Given the product [NH2:24][C:11]1[CH:12]=[CH:13][C:14]([N:16]2[CH2:22][CH2:21][CH2:20][N:19]([CH3:23])[CH2:18][CH2:17]2)=[CH:15][C:10]=1[C:9]([NH:8][CH2:7][C:5](=[O:6])[NH:4][CH:1]([CH3:3])[CH3:2])=[O:27], predict the reactants needed to synthesize it. The reactants are: [CH:1]([NH:4][C:5]([CH2:7][NH:8][C:9](=[O:27])[C:10]1[CH:15]=[C:14]([N:16]2[CH2:22][CH2:21][CH2:20][N:19]([CH3:23])[CH2:18][CH2:17]2)[CH:13]=[CH:12][C:11]=1[N+:24]([O-])=O)=[O:6])([CH3:3])[CH3:2]. (5) Given the product [CH3:1][O:2][C:3](=[O:13])[CH:4]([NH:5][S:30]([C:26]1[C:27]([CH3:29])=[CH:28][C:23]([O:22][CH3:21])=[C:24]([CH3:35])[C:25]=1[CH3:34])(=[O:32])=[O:31])[CH2:6][C:7]1[CH:12]=[CH:11][CH:10]=[CH:9][CH:8]=1, predict the reactants needed to synthesize it. The reactants are: [CH3:1][O:2][C:3](=[O:13])[C@H:4]([CH2:6][C:7]1[CH:12]=[CH:11][CH:10]=[CH:9][CH:8]=1)[NH2:5].C(N(CC)CC)C.[CH3:21][O:22][C:23]1[CH:28]=[C:27]([CH3:29])[C:26]([S:30](Cl)(=[O:32])=[O:31])=[C:25]([CH3:34])[C:24]=1[CH3:35].